From a dataset of Retrosynthesis with 50K atom-mapped reactions and 10 reaction types from USPTO. Predict the reactants needed to synthesize the given product. (1) The reactants are: C=CCCCC(O[Si](C)(C)C(C)(C)C)c1ccc(N(C)C)cc1C=C. Given the product CN(C)c1ccc2c(c1)C=CCCCC2O[Si](C)(C)C(C)(C)C, predict the reactants needed to synthesize it. (2) Given the product CCOC(=O)Cc1nc(-c2ccc(C(F)(F)F)cc2)sc1CC, predict the reactants needed to synthesize it. The reactants are: CCOC(=O)CC(=O)C(Br)CC.NC(=S)c1ccc(C(F)(F)F)cc1. (3) Given the product N#Cc1cnc(NC(=O)N2CCCc3ccc(C=O)nc32)cn1, predict the reactants needed to synthesize it. The reactants are: COC(OC)c1ccc2c(n1)N(C(=O)Nc1cnc(C#N)cn1)CCC2. (4) Given the product Cc1cc2c(C)nn(C3CCCCO3)c2cc1[N+](=O)[O-], predict the reactants needed to synthesize it. The reactants are: CB1OB(C)OB(C)O1.Cc1cc2c(I)nn(C3CCCCO3)c2cc1[N+](=O)[O-]. (5) Given the product NC1(C(O)c2cc(Cl)cc(Cl)c2)CCCCC1, predict the reactants needed to synthesize it. The reactants are: O=[N+]([O-])C1(C(O)c2cc(Cl)cc(Cl)c2)CCCCC1. (6) Given the product CCOC(=O)COc1cccc(-c2noc(-c3ccc(OC(C)C)c(C#N)c3)n2)c1CC, predict the reactants needed to synthesize it. The reactants are: CCOC(=O)CBr.CCc1c(O)cccc1-c1noc(-c2ccc(OC(C)C)c(C#N)c2)n1. (7) Given the product CCCNC(=O)CCn1ncc2c(-c3ccc(F)cc3)c(-c3ccncc3)c(-c3ccc(F)cc3)nc21, predict the reactants needed to synthesize it. The reactants are: CCCN.O=C(O)CCn1ncc2c(-c3ccc(F)cc3)c(-c3ccncc3)c(-c3ccc(F)cc3)nc21. (8) Given the product CC(C)(C)[S@@](=O)N[C@@](CF)(CCO)c1cc(Br)ccc1F, predict the reactants needed to synthesize it. The reactants are: COC(=O)C[C@](CF)(N[S@](=O)C(C)(C)C)c1cc(Br)ccc1F. (9) Given the product COc1cc2c(cc1O)C(Cc1c(N)cccc1OC)N(C)CC2, predict the reactants needed to synthesize it. The reactants are: COc1cc2c(cc1O)C(Cc1c(OC)cccc1[N+](=O)[O-])N(C)CC2.